Dataset: Forward reaction prediction with 1.9M reactions from USPTO patents (1976-2016). Task: Predict the product of the given reaction. (1) Given the reactants C(Cl)(=O)C(Cl)=O.CS(C)=O.[F:11][C:12]([F:21])([C:15]1[CH:20]=[CH:19][CH:18]=[CH:17][CH:16]=1)[CH2:13][OH:14].C(N(CC)CC)C, predict the reaction product. The product is: [F:11][C:12]([F:21])([C:15]1[CH:16]=[CH:17][CH:18]=[CH:19][CH:20]=1)[CH:13]=[O:14]. (2) Given the reactants [CH3:1][Si:2]([CH3:33])([CH3:32])[CH2:3][CH2:4][O:5][CH2:6][N:7]1[C:15]2[CH2:14][CH:13]([C:16]3C=NN(COCC[Si](C)(C)C)C=3)[CH2:12][CH2:11][C:10]=2[C:9]([C:29]([OH:31])=[O:30])=[N:8]1.CC1CCC(=O)CC1, predict the reaction product. The product is: [CH3:16][CH:13]1[CH2:14][C:15]2[N:7]([CH2:6][O:5][CH2:4][CH2:3][Si:2]([CH3:1])([CH3:32])[CH3:33])[N:8]=[C:9]([C:29]([OH:31])=[O:30])[C:10]=2[CH2:11][CH2:12]1. (3) Given the reactants [Br:1][C:2]1[CH:7]=[CH:6][C:5]([C:8](=[O:11])[CH2:9]Cl)=[CH:4][C:3]=1[Cl:12].[BH4-].[Na+].C[O-].[Na+].CC(OC)(C)C, predict the reaction product. The product is: [Br:1][C:2]1[CH:7]=[CH:6][C:5]([CH:8]2[CH2:9][O:11]2)=[CH:4][C:3]=1[Cl:12].